From a dataset of Reaction yield outcomes from USPTO patents with 853,638 reactions. Predict the reaction yield, written as a fraction of the theoretical maximum amount of product (1.0 means a 100% yield; for example, 0.34 means a 34% yield). (1) The reactants are [CH2:1]([N:5]1[C:13](=[O:14])[C:12]2[N:11]([CH2:15][CH:16]=[CH2:17])[C:10]([C:18]([O:20]C)=[O:19])=[N:9][C:8]=2[N:7]([CH2:22][CH2:23][CH2:24][CH3:25])[C:6]1=[O:26])[CH2:2][CH2:3][CH3:4].[Li+].[OH-].Cl.CCOC(C)=O. The catalyst is CO.O. The product is [CH2:1]([N:5]1[C:13](=[O:14])[C:12]2[N:11]([CH2:15][CH:16]=[CH2:17])[C:10]([C:18]([OH:20])=[O:19])=[N:9][C:8]=2[N:7]([CH2:22][CH2:23][CH2:24][CH3:25])[C:6]1=[O:26])[CH2:2][CH2:3][CH3:4]. The yield is 0.850. (2) The reactants are [Br:1][C:2]1[CH:10]=[CH:9][CH:8]=[C:7]2[C:3]=1[C:4](O)([C:17]1[C:25]([OH:26])=[CH:24][C:20]3[O:21][CH2:22][O:23][C:19]=3[CH:18]=1)[C:5](=[O:16])[N:6]2[CH2:11][CH2:12][CH2:13][CH2:14][CH3:15].FC(F)(F)C(O)=O.C([SiH](CC)CC)C. The catalyst is ClCCl. The product is [Br:1][C:2]1[CH:10]=[CH:9][CH:8]=[C:7]2[C:3]=1[CH:4]([C:17]1[C:25]([OH:26])=[CH:24][C:20]3[O:21][CH2:22][O:23][C:19]=3[CH:18]=1)[C:5](=[O:16])[N:6]2[CH2:11][CH2:12][CH2:13][CH2:14][CH3:15]. The yield is 0.490. (3) The reactants are Cl[C:2]1[NH:10][C:9]2[C:4](=[N:5][CH:6]=[CH:7][CH:8]=2)[C:3]=1[C:11]#[N:12].[CH2:13]([NH:15][CH2:16][CH3:17])[CH3:14]. No catalyst specified. The product is [CH2:13]([N:15]([CH2:16][CH3:17])[C:2]1[NH:10][C:9]2[C:4](=[N:5][CH:6]=[CH:7][CH:8]=2)[C:3]=1[C:11]#[N:12])[CH3:14]. The yield is 0.300. (4) The reactants are [NH:1]1[CH2:6][CH2:5][CH2:4][C@@H:3]([NH:7][C:8](=[O:14])[O:9][C:10]([CH3:13])([CH3:12])[CH3:11])[CH2:2]1.F[C:16]1[C:21]([O:22][CH2:23][CH2:24][O:25][CH3:26])=[CH:20][N:19]=[C:18]2[NH:27][CH:28]=[C:29]([NH:30][C:31]([CH:33]3[CH2:35][CH2:34]3)=[O:32])[C:17]=12. The catalyst is C(O)(CC)C. The product is [CH:33]1([C:31]([NH:30][C:29]2[C:17]3[C:18](=[N:19][CH:20]=[C:21]([O:22][CH2:23][CH2:24][O:25][CH3:26])[C:16]=3[N:1]3[CH2:6][CH2:5][CH2:4][C@@H:3]([NH:7][C:8](=[O:14])[O:9][C:10]([CH3:11])([CH3:13])[CH3:12])[CH2:2]3)[NH:27][CH:28]=2)=[O:32])[CH2:34][CH2:35]1. The yield is 0.467. (5) The catalyst is C1COCC1. The yield is 0.840. The reactants are Cl.[NH2:2][CH2:3][C:4]([C:6]1[CH:11]=[CH:10][C:9]([Br:12])=[CH:8][CH:7]=1)=[O:5].CCN(C(C)C)C(C)C.[CH2:22]([O:29][C:30](Cl)=[O:31])[C:23]1[CH:28]=[CH:27][CH:26]=[CH:25][CH:24]=1. The product is [CH2:22]([O:29][C:30](=[O:31])[NH:2][CH2:3][C:4]([C:6]1[CH:11]=[CH:10][C:9]([Br:12])=[CH:8][CH:7]=1)=[O:5])[C:23]1[CH:28]=[CH:27][CH:26]=[CH:25][CH:24]=1. (6) The reactants are [Cl:1][C:2]1[CH:3]=[C:4]2[C:8](=[C:9]([C:11]([OH:13])=O)[CH:10]=1)[NH:7][CH:6]=[CH:5]2.[O:14]1[C:18]2[CH:19]=[CH:20][CH:21]=[CH:22][C:17]=2[CH:16]=[C:15]1[CH2:23][NH:24][CH2:25][CH2:26][C:27]1[CH:32]=[CH:31][C:30]([Cl:33])=[C:29]([Cl:34])[CH:28]=1.CN(C(ON1N=NC2C=CC=CC1=2)=[N+](C)C)C.[B-](F)(F)(F)F.C(N(CC)C(C)C)(C)C. The catalyst is CN(C=O)C.C(OCC)(=O)C. The product is [O:14]1[C:18]2[CH:19]=[CH:20][CH:21]=[CH:22][C:17]=2[CH:16]=[C:15]1[CH2:23][N:24]([CH2:25][CH2:26][C:27]1[CH:32]=[CH:31][C:30]([Cl:33])=[C:29]([Cl:34])[CH:28]=1)[C:11]([C:9]1[CH:10]=[C:2]([Cl:1])[CH:3]=[C:4]2[C:8]=1[NH:7][CH:6]=[CH:5]2)=[O:13]. The yield is 0.790. (7) The reactants are [CH3:1][O:2][C:3](=[O:33])/[CH:4]=[CH:5]/[C:6]1[CH:11]=[CH:10][C:9]([CH:12]2[CH2:16][CH2:15][CH2:14][N:13]2[CH2:17][CH2:18][C:19]2[C:27]3[C:22](=[CH:23][C:24]([NH2:28])=[CH:25][CH:26]=3)[NH:21][C:20]=2[C:29]([CH3:32])([CH3:31])[CH3:30])=[CH:8][CH:7]=1.[CH3:34][S:35](Cl)(=[O:37])=[O:36].C(N(CC)CC)C. The catalyst is ClCCl.C(OCC)(=O)C. The product is [CH3:1][O:2][C:3](=[O:33])/[CH:4]=[CH:5]/[C:6]1[CH:11]=[CH:10][C:9]([CH:12]2[CH2:16][CH2:15][CH2:14][N:13]2[CH2:17][CH2:18][C:19]2[C:27]3[C:22](=[CH:23][C:24]([NH:28][S:35]([CH3:34])(=[O:37])=[O:36])=[CH:25][CH:26]=3)[NH:21][C:20]=2[C:29]([CH3:30])([CH3:32])[CH3:31])=[CH:8][CH:7]=1. The yield is 0.260.